Dataset: Forward reaction prediction with 1.9M reactions from USPTO patents (1976-2016). Task: Predict the product of the given reaction. (1) Given the reactants [C:1]1(=[O:7])[O:6][C:4](=[O:5])[CH2:3][CH2:2]1.[CH3:8][CH:9]1[CH2:18][C:17]2[N:16]=[N:15][C:14]([C:19]3[CH:24]=[CH:23][CH:22]=[C:21]([C:25]([F:28])([F:27])[F:26])[CH:20]=3)=[CH:13][C:12]=2[CH:11]([OH:29])[CH2:10]1.C1(C)C=CC=CC=1, predict the reaction product. The product is: [C:4]([CH2:3][CH2:2][C:1]([O:29][CH:11]1[CH2:10][CH:9]([CH3:8])[CH2:18][C:17]2[N:16]=[N:15][C:14]([C:19]3[CH:24]=[CH:23][CH:22]=[C:21]([C:25]([F:28])([F:27])[F:26])[CH:20]=3)=[CH:13][C:12]1=2)=[O:7])([OH:6])=[O:5]. (2) Given the reactants [NH2:1][C:2]1[C:6]2[C:7](=[O:17])[N:8]([CH:12]([CH:14]([CH3:16])[CH3:15])[CH3:13])[CH:9]=[C:10]([Br:11])[C:5]=2[NH:4][N:3]=1, predict the reaction product. The product is: [NH2:1][C:2]1[C:6]2[C:7](=[O:17])[N:8]([C@@H:12]([CH:14]([CH3:16])[CH3:15])[CH3:13])[CH:9]=[C:10]([Br:11])[C:5]=2[NH:4][N:3]=1. (3) Given the reactants [NH2:1][CH2:2][CH2:3][NH:4][CH2:5][CH2:6][CH2:7][Si:8](OC)([O:11][CH3:12])[O:9][CH3:10].[Cl-].[NH4+], predict the reaction product. The product is: [CH3:10][O:9][Si:8]1([O:11][CH3:12])[CH2:7][CH2:6][CH2:5][NH:4][CH2:3][CH2:2][NH:1]1. (4) Given the reactants Cl[C:2]1[N:7]=[C:6]([Cl:8])[N:5]=[CH:4][N:3]=1.C(N(CC)C(C)C)(C)C.[NH2:18][C:19]1[CH:27]=[CH:26][C:22]([C:23]([NH2:25])=[O:24])=[CH:21][CH:20]=1, predict the reaction product. The product is: [Cl:8][C:6]1[N:5]=[CH:4][N:3]=[C:2]([NH:18][C:19]2[CH:27]=[CH:26][C:22]([C:23]([NH2:25])=[O:24])=[CH:21][CH:20]=2)[N:7]=1. (5) Given the reactants Br[C:2]1[CH:23]=[CH:22][C:5]([C:6]([NH:8][S:9]([C:12]2[CH:17]=[CH:16][CH:15]=[CH:14][C:13]=2[S:18](=[O:21])(=[O:20])[NH2:19])(=[O:11])=[O:10])=[O:7])=[CH:4][CH:3]=1.[C:24]([C:26]1[CH:31]=[CH:30][CH:29]=[C:28]([F:32])[CH:27]=1)#[CH:25], predict the reaction product. The product is: [F:32][C:28]1[CH:27]=[C:26]([C:24]#[C:25][C:2]2[CH:23]=[CH:22][C:5]([C:6]([NH:8][S:9]([C:12]3[CH:17]=[CH:16][CH:15]=[CH:14][C:13]=3[S:18](=[O:21])(=[O:20])[NH2:19])(=[O:11])=[O:10])=[O:7])=[CH:4][CH:3]=2)[CH:31]=[CH:30][CH:29]=1. (6) Given the reactants [OH:1][C:2]1[CH:3]=[C:4]2[C:9](=[CH:10][C:11]=1[O:12][CH3:13])[N:8]=[C:7]([C:14]1[CH:19]=[CH:18][CH:17]=[C:16]([N+:20]([O-:22])=[O:21])[CH:15]=1)[NH:6][C:5]2=[O:23].[CH3:24][C:25](OC(C)=O)=[O:26], predict the reaction product. The product is: [C:25]([O:1][C:2]1[CH:3]=[C:4]2[C:9](=[CH:10][C:11]=1[O:12][CH3:13])[N:8]=[C:7]([C:14]1[CH:19]=[CH:18][CH:17]=[C:16]([N+:20]([O-:22])=[O:21])[CH:15]=1)[NH:6][C:5]2=[O:23])(=[O:26])[CH3:24]. (7) Given the reactants [CH:1]1([O:6][C:7]2[CH:12]=[C:11]([N+:13]([O-])=O)[CH:10]=[CH:9][C:8]=2[O:16][CH3:17])[CH2:5][CH2:4][CH2:3][CH2:2]1, predict the reaction product. The product is: [CH:1]1([O:6][C:7]2[CH:12]=[C:11]([CH:10]=[CH:9][C:8]=2[O:16][CH3:17])[NH2:13])[CH2:2][CH2:3][CH2:4][CH2:5]1. (8) Given the reactants [CH2:1]([OH:3])C.C[N:5]([CH3:8])[CH:6]=[O:7], predict the reaction product. The product is: [CH3:1][O:3][N:5]([CH3:8])[C:6]([C:6]([N:5]([O:3][CH3:1])[CH3:8])=[O:7])=[O:7].